This data is from Catalyst prediction with 721,799 reactions and 888 catalyst types from USPTO. The task is: Predict which catalyst facilitates the given reaction. (1) Reactant: [C:1]1([C:15]2[CH:20]=[CH:19][CH:18]=[CH:17][CH:16]=2)[CH:6]=[CH:5][C:4]([CH2:7][N:8]2[CH2:13][CH2:12][N:11]([CH3:14])[CH2:10][CH2:9]2)=[CH:3][CH:2]=1.[Li]CCCC.CN([CH:29]=[O:30])C.[OH-].[Na+]. Product: [CH3:14][N:11]1[CH2:12][CH2:13][N:8]([CH2:7][C:4]2[CH:3]=[CH:2][C:1]([C:15]3[CH:20]=[CH:19][CH:18]=[CH:17][CH:16]=3)=[CH:6][C:5]=2[CH:29]=[O:30])[CH2:9][CH2:10]1. The catalyst class is: 27. (2) Reactant: C(O[C@H:5]1[O:27][C@@H:26]([CH2:28][O:29][C:30](=[O:37])[C:31]2[CH:36]=[CH:35][CH:34]=[CH:33][CH:32]=2)[C@H:16]([O:17][C:18](=[O:25])[C:19]2[CH:24]=[CH:23][CH:22]=[CH:21][CH:20]=2)[C@@H:6]1[O:7][C:8](=[O:15])[C:9]1[CH:14]=[CH:13][CH:12]=[CH:11][CH:10]=1)(=O)C.[Br:38][C:39]1[C:40](=[O:46])[NH:41][C:42](=[O:45])[NH:43][CH:44]=1.C[Si](N[Si](C)(C)C)(C)C.C[Si](Cl)(C)C. Product: [C:8]([O:7][C@H:6]1[C@@H:16]([O:17][C:18](=[O:25])[C:19]2[CH:20]=[CH:21][CH:22]=[CH:23][CH:24]=2)[C@H:26]([CH2:28][O:29][C:30](=[O:37])[C:31]2[CH:32]=[CH:33][CH:34]=[CH:35][CH:36]=2)[O:27][C@@H:5]1[N:43]1[CH:44]=[C:39]([Br:38])[C:40](=[O:46])[NH:41][C:42]1=[O:45])(=[O:15])[C:9]1[CH:10]=[CH:11][CH:12]=[CH:13][CH:14]=1. The catalyst class is: 23. (3) The catalyst class is: 1. Reactant: C([O:3][C:4](=[O:16])[C:5]([O:8][C:9]1[CH:14]=[CH:13][C:12]([Cl:15])=[CH:11][CH:10]=1)([CH3:7])[CH3:6])C.[Li+].[OH-].Cl. Product: [Cl:15][C:12]1[CH:11]=[CH:10][C:9]([O:8][C:5]([CH3:7])([CH3:6])[C:4]([OH:16])=[O:3])=[CH:14][CH:13]=1. (4) Reactant: [CH2:1]([O:3][C:4]([C:6]1[C:7]([CH3:25])=[C:8]([C:18]([O:20][C:21]([CH3:24])([CH3:23])[CH3:22])=[O:19])[NH:9][C:10]=1[CH:11]=[CH:12][C:13]([O:15][CH2:16][CH3:17])=[O:14])=[O:5])[CH3:2]. Product: [CH2:1]([O:3][C:4]([C:6]1[C:7]([CH3:25])=[C:8]([C:18]([O:20][C:21]([CH3:22])([CH3:24])[CH3:23])=[O:19])[NH:9][C:10]=1[CH2:11][CH2:12][C:13]([O:15][CH2:16][CH3:17])=[O:14])=[O:5])[CH3:2]. The catalyst class is: 29. (5) Reactant: [CH3:1][O:2][C:3]1[CH:4]=[C:5]([C:9]2[CH:10]=[C:11]3[C:15](=[CH:16][CH:17]=2)[N:14](C2CCCCO2)[N:13]=[C:12]3[C:24]2[N:29]=[C:28]([O:30][C@@H:31]3[CH2:36][CH2:35][CH2:34][N:33](C(OC(C)(C)C)=O)[CH2:32]3)[CH:27]=[N:26][CH:25]=2)[CH:6]=[N:7][CH:8]=1.Cl. Product: [CH3:1][O:2][C:3]1[CH:4]=[C:5]([C:9]2[CH:10]=[C:11]3[C:15](=[CH:16][CH:17]=2)[NH:14][N:13]=[C:12]3[C:24]2[CH:25]=[N:26][CH:27]=[C:28]([O:30][C@@H:31]3[CH2:36][CH2:35][CH2:34][NH:33][CH2:32]3)[N:29]=2)[CH:6]=[N:7][CH:8]=1. The catalyst class is: 100.